Dataset: Forward reaction prediction with 1.9M reactions from USPTO patents (1976-2016). Task: Predict the product of the given reaction. (1) Given the reactants [CH:1]1([B-](F)(F)F)[CH2:3][CH2:2]1.[K+].C12(C(C34CC5CC(CC(C5)C3)C4)CCCP)CC3CC(CC(C3)C1)C2.C([O-])([O-])=O.[Cs+].[Cs+].Cl[C:41]1[CH:46]=[C:45]([N+:47]([O-:49])=[O:48])[CH:44]=[CH:43][N:42]=1, predict the reaction product. The product is: [CH:1]1([C:41]2[CH:46]=[C:45]([N+:47]([O-:49])=[O:48])[CH:44]=[CH:43][N:42]=2)[CH2:3][CH2:2]1. (2) Given the reactants [CH:1]1([C:4]2[N:9]3[N:10]=[CH:11][C:12]([C:13]#[CH:14])=[C:8]3[N:7]=[C:6]([C:15]3[CH:20]=[CH:19][C:18]([C:21]([F:24])([F:23])[F:22])=[CH:17][CH:16]=3)[CH:5]=2)[CH2:3][CH2:2]1.Br[C:26]1[CH:27]=[CH:28][C:29]([O:41][CH3:42])=[C:30]([S:32]([NH:35][C:36]([CH3:40])([CH3:39])[CH2:37][OH:38])(=[O:34])=[O:33])[CH:31]=1, predict the reaction product. The product is: [CH:1]1([C:4]2[N:9]3[N:10]=[CH:11][C:12]([C:13]#[C:14][C:26]4[CH:27]=[CH:28][C:29]([O:41][CH3:42])=[C:30]([S:32]([NH:35][C:36]([CH3:39])([CH3:40])[CH2:37][OH:38])(=[O:34])=[O:33])[CH:31]=4)=[C:8]3[N:7]=[C:6]([C:15]3[CH:16]=[CH:17][C:18]([C:21]([F:22])([F:23])[F:24])=[CH:19][CH:20]=3)[CH:5]=2)[CH2:3][CH2:2]1.